Dataset: Reaction yield outcomes from USPTO patents with 853,638 reactions. Task: Predict the reaction yield, written as a fraction of the theoretical maximum amount of product (1.0 means a 100% yield; for example, 0.34 means a 34% yield). (1) The reactants are [F:1][C:2]([F:43])([F:42])[C:3]1[N:8]=[CH:7][C:6]([C:9]2[CH:14]=[C:13]([CH2:15][NH:16][C:17]([C@@H:19]3[CH2:23][C@@H:22]([F:24])[CH2:21][N:20]3C(OC(C)(C)C)=O)=[O:18])[CH:12]=[C:11]([C:32]3[CH:33]=[N:34][C:35]([C:38]([F:41])([F:40])[F:39])=[CH:36][CH:37]=3)[N:10]=2)=[CH:5][CH:4]=1.[ClH:44]. The catalyst is O1CCOCC1.C(Cl)Cl. The product is [ClH:44].[F:42][C:2]([F:1])([F:43])[C:3]1[N:8]=[CH:7][C:6]([C:9]2[CH:14]=[C:13]([CH2:15][NH:16][C:17]([C@@H:19]3[CH2:23][C@@H:22]([F:24])[CH2:21][NH:20]3)=[O:18])[CH:12]=[C:11]([C:32]3[CH:33]=[N:34][C:35]([C:38]([F:41])([F:40])[F:39])=[CH:36][CH:37]=3)[N:10]=2)=[CH:5][CH:4]=1. The yield is 0.980. (2) The reactants are [O:1]1[CH:5]=[CH:4][CH:3]=[C:2]1[C:6](=[O:10])[C:7]([OH:9])=[O:8].[CH3:11][CH2:12]O.OS(O)(=O)=O. The catalyst is C(Cl)(Cl)Cl. The product is [O:1]1[CH:5]=[CH:4][CH:3]=[C:2]1[C:6](=[O:10])[C:7]([O:9][CH2:11][CH3:12])=[O:8]. The yield is 0.640. (3) The reactants are [F:1][C:2]1[CH:7]=[C:6]([C:8]([CH3:10])=[CH2:9])[CH:5]=[CH:4][C:3]=1[C@@H:11]([NH2:13])[CH3:12].CN1C(=O)CCC1.[C:21](O[C:21]([O:23][C:24]([CH3:27])([CH3:26])[CH3:25])=[O:22])([O:23][C:24]([CH3:27])([CH3:26])[CH3:25])=[O:22]. The catalyst is O. The product is [F:1][C:2]1[CH:7]=[C:6]([C:8]([CH3:10])=[CH2:9])[CH:5]=[CH:4][C:3]=1[C@@H:11]([NH:13][C:21](=[O:22])[O:23][C:24]([CH3:27])([CH3:26])[CH3:25])[CH3:12]. The yield is 1.33. (4) The reactants are [C:1]([O:5][C:6]([NH:8][C:9]1[N:14]=[C:13]([CH2:15][CH:16]([CH:18]2[CH2:23][CH2:22][N:21]([C:24]([O:26][C:27]([CH3:30])([CH3:29])[CH3:28])=[O:25])[CH2:20][CH2:19]2)[OH:17])[CH:12]=[CH:11][CH:10]=1)=[O:7])([CH3:4])([CH3:3])[CH3:2].C(N(CC)CC)C.[CH3:38][S:39](Cl)(=[O:41])=[O:40].O. The catalyst is ClCCl. The product is [C:1]([O:5][C:6]([NH:8][C:9]1[N:14]=[C:13]([CH2:15][CH:16]([CH:18]2[CH2:19][CH2:20][N:21]([C:24]([O:26][C:27]([CH3:30])([CH3:29])[CH3:28])=[O:25])[CH2:22][CH2:23]2)[O:17][S:39]([CH3:38])(=[O:41])=[O:40])[CH:12]=[CH:11][CH:10]=1)=[O:7])([CH3:3])([CH3:4])[CH3:2]. The yield is 0.880.